Dataset: Catalyst prediction with 721,799 reactions and 888 catalyst types from USPTO. Task: Predict which catalyst facilitates the given reaction. (1) Reactant: [Br:1][C:2]1[CH:7]=[CH:6][C:5]([CH:8](Cl)[N:9]=[C:10]=[O:11])=[CH:4][CH:3]=1.[CH3:13][C:14]1([CH3:32])[C:19](=[O:20])[CH:18]=[C:17]([NH:21][C:22]2[CH:27]=[CH:26][CH:25]=[C:24]([C:28]([F:31])([F:30])[F:29])[CH:23]=2)[CH2:16][CH2:15]1. Product: [Br:1][C:2]1[CH:7]=[CH:6][C:5]([CH:8]2[C:18]3[C:19](=[O:20])[C:14]([CH3:32])([CH3:13])[CH2:15][CH2:16][C:17]=3[N:21]([C:22]3[CH:27]=[CH:26][CH:25]=[C:24]([C:28]([F:29])([F:30])[F:31])[CH:23]=3)[C:10](=[O:11])[NH:9]2)=[CH:4][CH:3]=1. The catalyst class is: 4. (2) Reactant: [Br:1][CH2:2][CH2:3][CH2:4][CH2:5]Br.[CH3:7][C:8]([S-:11])([CH3:10])[CH3:9].[Na+]. Product: [CH3:7][C:8]([S:11][CH2:5][CH2:4][CH2:3][CH2:2][Br:1])([CH3:10])[CH3:9]. The catalyst class is: 3. (3) Reactant: [CH3:1][O:2][CH:3]([O:7][CH3:8])[CH2:4][C:5]#[N:6].[CH2:9](O)[CH2:10]CCO.O.C1(C)C=CC(S(O)(=O)=O)=CC=1.CO. Product: [O:2]1[CH2:1][CH2:10][CH2:9][CH2:8][O:7][CH:3]1[CH2:4][C:5]#[N:6]. The catalyst class is: 11. (4) Reactant: [C:1]([C:3]1[CH:8]([C:9]2[O:17][C:16]3[CH:15]=[CH:14][N:13]=[C:12]([NH:18][C:19](=[O:26])[C:20]4[CH:25]=[CH:24][CH:23]=[CH:22][CH:21]=4)[C:11]=3[CH:10]=2)[C:7]([C:27]#[N:28])=[C:6]([CH3:29])[NH:5][C:4]=1[CH3:30])#[N:2].[C:31](=O)([O-])[O-].[Cs+].[Cs+].CI. Product: [C:27]([C:7]1[CH:8]([C:9]2[O:17][C:16]3[CH:15]=[CH:14][N:13]=[C:12]([NH:18][C:19](=[O:26])[C:20]4[CH:21]=[CH:22][CH:23]=[CH:24][CH:25]=4)[C:11]=3[CH:10]=2)[C:3]([C:1]#[N:2])=[C:4]([CH3:30])[N:5]([CH3:31])[C:6]=1[CH3:29])#[N:28]. The catalyst class is: 3.